Dataset: Catalyst prediction with 721,799 reactions and 888 catalyst types from USPTO. Task: Predict which catalyst facilitates the given reaction. Reactant: [C:1]([O:5][C:6]([N:8]1[CH2:13][CH2:12][N:11]([CH2:14][C:15]([OH:17])=O)[CH2:10][CH2:9]1)=[O:7])([CH3:4])([CH3:3])[CH3:2].CCN(C(C)C)C(C)C.[NH2:27][C@@H:28]1[CH2:33][CH2:32][C@H:31]([N:34]2[C:39](=[O:40])[C:38]3[CH:41]=[C:42]([F:45])[CH:43]=[N:44][C:37]=3[N:36]([C:46]3[CH:47]=[C:48]([C:52]4[CH:57]=[CH:56][CH:55]=[CH:54][CH:53]=4)[CH:49]=[CH:50][CH:51]=3)[C:35]2=[O:58])[CH2:30][CH2:29]1.O. Product: [C:48]1([C:52]2[CH:57]=[CH:56][CH:55]=[CH:54][CH:53]=2)[CH:49]=[CH:50][CH:51]=[C:46]([N:36]2[C:37]3[N:44]=[CH:43][C:42]([F:45])=[CH:41][C:38]=3[C:39](=[O:40])[N:34]([C@@H:31]3[CH2:32][CH2:33][C@H:28]([NH:27][C:15](=[O:17])[CH2:14][N:11]4[CH2:10][CH2:9][N:8]([C:6]([O:5][C:1]([CH3:2])([CH3:3])[CH3:4])=[O:7])[CH2:13][CH2:12]4)[CH2:29][CH2:30]3)[C:35]2=[O:58])[CH:47]=1. The catalyst class is: 3.